From a dataset of Forward reaction prediction with 1.9M reactions from USPTO patents (1976-2016). Predict the product of the given reaction. (1) Given the reactants [NH2:1][C:2]1[N:10]=[CH:9][CH:8]=[CH:7][C:3]=1[C:4]([OH:6])=[O:5].[C:11]([O-])([O-])=O.[K+].[K+].CI, predict the reaction product. The product is: [NH2:1][C:2]1[N:10]=[CH:9][CH:8]=[CH:7][C:3]=1[C:4]([O:6][CH3:11])=[O:5]. (2) Given the reactants [Br:1][C:2]1[CH:7]=[CH:6][C:5]([CH2:8][C:9](O)=[O:10])=[C:4]([F:12])[CH:3]=1.C(Cl)(=O)C(Cl)=O.[CH3:19][NH2:20], predict the reaction product. The product is: [Br:1][C:2]1[CH:7]=[CH:6][C:5]([CH2:8][C:9]([NH:20][CH3:19])=[O:10])=[C:4]([F:12])[CH:3]=1. (3) Given the reactants C([NH:5][S:6]([C:9]1[CH:10]=[C:11]([C:15]2[CH:20]=[CH:19][CH:18]=[C:17]([C:21]3[N:26]=[C:25]([C:27]4[CH:32]=[CH:31][C:30]([Cl:33])=[CH:29][CH:28]=4)[CH:24]=[C:23]([C:34]([F:37])([F:36])[F:35])[N:22]=3)[CH:16]=2)[CH:12]=[CH:13][CH:14]=1)(=[O:8])=[O:7])(C)(C)C.C(O)(C(F)(F)F)=O, predict the reaction product. The product is: [Cl:33][C:30]1[CH:31]=[CH:32][C:27]([C:25]2[CH:24]=[C:23]([C:34]([F:36])([F:35])[F:37])[N:22]=[C:21]([C:17]3[CH:16]=[C:15]([C:11]4[CH:12]=[CH:13][CH:14]=[C:9]([S:6]([NH2:5])(=[O:8])=[O:7])[CH:10]=4)[CH:20]=[CH:19][CH:18]=3)[N:26]=2)=[CH:28][CH:29]=1. (4) Given the reactants [C:1]1([C:7]2[NH:8][C:9]3[CH:10]=[CH:11][CH:12]=[C:13]4[C:19](=[O:20])[NH:18][CH2:17][CH2:16][C:15]=2[C:14]=34)[CH:6]=[CH:5][CH:4]=[CH:3][CH:2]=1.[C:21](C1C=CC(B(O)O)=CC=1)([CH3:24])([CH3:23])[CH3:22], predict the reaction product. The product is: [C:21]([C:4]1[CH:3]=[CH:2][C:1]([C:7]2[NH:8][C:9]3[CH:10]=[CH:11][CH:12]=[C:13]4[C:19](=[O:20])[NH:18][CH2:17][CH2:16][C:15]=2[C:14]=34)=[CH:6][CH:5]=1)([CH3:24])([CH3:23])[CH3:22]. (5) Given the reactants [F:1][C:2]([F:34])([F:33])[C:3]([C:9]1[CH:10]=[C:11]2[C:15](=[CH:16][CH:17]=1)[N:14]([CH2:18][C:19]1[N:20]=[C:21]([C:25]3[CH:26]=[C:27]([CH3:31])[CH:28]=[CH:29][CH:30]=3)[O:22][C:23]=1[CH3:24])[CH:13]([CH3:32])[CH2:12]2)([OH:8])[C:4]([F:7])([F:6])[F:5], predict the reaction product. The product is: [F:6][C:4]([F:5])([F:7])[C:3]([C:9]1[CH:10]=[C:11]2[C:15](=[CH:16][CH:17]=1)[N:14]([CH2:18][C:19]1[N:20]=[C:21]([C:25]3[CH:26]=[C:27]([CH3:31])[CH:28]=[CH:29][CH:30]=3)[O:22][C:23]=1[CH3:24])[C:13]([CH3:32])=[CH:12]2)([OH:8])[C:2]([F:34])([F:33])[F:1].